This data is from Full USPTO retrosynthesis dataset with 1.9M reactions from patents (1976-2016). The task is: Predict the reactants needed to synthesize the given product. The reactants are: [Cl:1][C:2]1[CH:3]=[C:4]2[C:8](=[CH:9][CH:10]=1)[N:7]([S:11]([C:14]1[CH:22]=[CH:21][C:17]([C:18]([OH:20])=[O:19])=[CH:16][CH:15]=1)(=[O:13])=[O:12])[CH2:6][CH2:5]2.[CH3:23]N(C=O)C.C(Cl)(=O)C(Cl)=O. Given the product [Cl:1][C:2]1[CH:3]=[C:4]2[C:8](=[CH:9][CH:10]=1)[N:7]([S:11]([C:14]1[CH:22]=[CH:21][C:17]([C:18]([O:20][CH3:23])=[O:19])=[CH:16][CH:15]=1)(=[O:13])=[O:12])[CH2:6][CH2:5]2, predict the reactants needed to synthesize it.